Dataset: Reaction yield outcomes from USPTO patents with 853,638 reactions. Task: Predict the reaction yield, written as a fraction of the theoretical maximum amount of product (1.0 means a 100% yield; for example, 0.34 means a 34% yield). (1) The catalyst is CCO.[Pd]. The product is [C:1]([C:5]1[C:6]([NH2:17])=[C:7]([OH:16])[C:8]([OH:15])=[C:9]([C:11]([CH3:14])([CH3:13])[CH3:12])[CH:10]=1)([CH3:4])([CH3:2])[CH3:3]. The reactants are [C:1]([C:5]1[C:6]([N+:17]([O-])=O)=[C:7]([OH:16])[C:8]([OH:15])=[C:9]([C:11]([CH3:14])([CH3:13])[CH3:12])[CH:10]=1)([CH3:4])([CH3:3])[CH3:2]. The yield is 0.330. (2) The reactants are CC1(C)C(C)(C)[O:5][B:4]([C:9]2[C:13]([CH3:14])=[CH:12][S:11][CH:10]=2)[O:3]1.O. The catalyst is CC(C)=O. The product is [CH3:14][C:13]1[C:9]([B:4]([OH:5])[OH:3])=[CH:10][S:11][CH:12]=1. The yield is 0.350. (3) The reactants are [CH3:1][O:2][C:3]1[C:8]([C:9]2[CH:14]=[CH:13][N:12]=[C:11]([NH2:15])[CH:10]=2)=[CH:7][CH:6]=[CH:5][N:4]=1.[C:16](N1C=CC=CC1=O)(N1C=CC=CC1=O)=[S:17]. The catalyst is ClCCl. The product is [N:15]([C:11]1[CH:10]=[C:9]([C:8]2[C:3]([O:2][CH3:1])=[N:4][CH:5]=[CH:6][CH:7]=2)[CH:14]=[CH:13][N:12]=1)=[C:16]=[S:17]. The yield is 0.718. (4) The reactants are [C:1]([O:5][C:6]([NH:8][C@@H:9]1[CH2:12][C@H:11]([C:13]([OH:15])=O)[C:10]1([CH3:17])[CH3:16])=[O:7])([CH3:4])([CH3:3])[CH3:2].C1C=CC2N(O)N=NC=2C=1.[NH:28]1[CH2:33][CH2:32][O:31][CH2:30][CH2:29]1.CCN(CC)CC. The catalyst is C(Cl)Cl. The product is [CH3:16][C:10]1([CH3:17])[C@@H:11]([C:13]([N:28]2[CH2:33][CH2:32][O:31][CH2:30][CH2:29]2)=[O:15])[CH2:12][C@H:9]1[NH:8][C:6](=[O:7])[O:5][C:1]([CH3:2])([CH3:3])[CH3:4]. The yield is 0.531. (5) The reactants are [NH2:1][C:2]1[C:7]([CH3:8])=[CH:6][C:5](Br)=[CH:4][N:3]=1.[CH3:10][N:11](C=O)C. No catalyst specified. The product is [NH2:1][C:2]1[C:7]([CH3:8])=[CH:6][C:5]([C:10]#[N:11])=[CH:4][N:3]=1. The yield is 0.700. (6) The reactants are O1CCCC1.[O:6]1[CH2:10][CH2:9][O:8][CH:7]1[C:11]1[O:12][CH:13]=[CH:14][CH:15]=1.C([Li])CCC.[CH2:21]([Sn:25](Cl)([CH2:30][CH2:31][CH2:32][CH3:33])[CH2:26][CH2:27][CH2:28][CH3:29])[CH2:22][CH2:23][CH3:24]. The catalyst is O.CCCCCC. The product is [CH2:30]([Sn:25]([CH2:21][CH2:22][CH2:23][CH3:24])([CH2:26][CH2:27][CH2:28][CH3:29])[C:13]1[O:12][C:11]([CH:7]2[O:8][CH2:9][CH2:10][O:6]2)=[CH:15][CH:14]=1)[CH2:31][CH2:32][CH3:33]. The yield is 0.750. (7) The reactants are [C:1]1([P:7]([C:14]2[CH:19]=[CH:18][CH:17]=[CH:16][CH:15]=2)[C:8]2[CH:13]=[CH:12][CH:11]=[CH:10][CH:9]=2)[CH:6]=[CH:5][CH:4]=[CH:3][CH:2]=1.[Br:20][C:21]1[C:22]([CH2:31]Br)=[C:23]([CH:28]=[CH:29][CH:30]=1)[C:24]([O:26][CH3:27])=[O:25]. The catalyst is C1(C)C=CC=CC=1.CCCCCC. The product is [Br-:20].[Br:20][C:21]1[CH:30]=[CH:29][CH:28]=[C:23]([C:24]([O:26][CH3:27])=[O:25])[C:22]=1[CH2:31][P+:7]([C:1]1[CH:2]=[CH:3][CH:4]=[CH:5][CH:6]=1)([C:8]1[CH:13]=[CH:12][CH:11]=[CH:10][CH:9]=1)[C:14]1[CH:15]=[CH:16][CH:17]=[CH:18][CH:19]=1. The yield is 0.900. (8) The yield is 0.880. No catalyst specified. The reactants are [CH3:1][O:2][C:3]1[CH:8]=[CH:7][C:6]([C:9](=[O:11])[CH3:10])=[CH:5][CH:4]=1.[CH3:12][N:13]([CH:15](OC)OC)[CH3:14]. The product is [CH3:12][N:13]([CH3:15])/[CH:14]=[CH:10]/[C:9]([C:6]1[CH:7]=[CH:8][C:3]([O:2][CH3:1])=[CH:4][CH:5]=1)=[O:11]. (9) The reactants are [Cl:1][C:2]1[C:7]([CH3:8])=[CH:6][CH:5]=[CH:4][N:3]=1.OO.NC(N)=[O:13].C(N)(N)=O.FC(F)(F)C(O)=O.S(S([O-])=O)([O-])=O.[Na+].[Na+].Cl. The catalyst is ClCCl. The product is [Cl:1][C:2]1[C:7]([CH3:8])=[CH:6][CH:5]=[CH:4][N+:3]=1[O-:13]. The yield is 0.630. (10) The reactants are Br[C:2]1[CH:3]=[N:4][C:5]2[NH:14][C:13](=[O:15])[C@H:12]3[N:8]([CH2:9][CH2:10][CH2:11]3)[CH2:7][C:6]=2[CH:16]=1.[C:17]([O:21][C:22]([CH3:25])([CH3:24])[CH3:23])(=[O:20])[CH:18]=[CH2:19].C(N(C(C)C)C(C)C)C.CC1C=CC=CC=1P(C1C=CC=CC=1C)C1C=CC=CC=1C. The catalyst is C(#N)CC.CN(C=O)C.C(Cl)Cl.CC([O-])=O.CC([O-])=O.[Pd+2]. The product is [C:22]([O:21][C:17](=[O:20])/[CH:18]=[CH:19]/[C:2]1[CH:3]=[N:4][C:5]2[NH:14][C:13](=[O:15])[C@H:12]3[N:8]([CH2:9][CH2:10][CH2:11]3)[CH2:7][C:6]=2[CH:16]=1)([CH3:25])([CH3:24])[CH3:23]. The yield is 0.400.